From a dataset of Forward reaction prediction with 1.9M reactions from USPTO patents (1976-2016). Predict the product of the given reaction. (1) Given the reactants [OH:1][C:2]1[CH:7]=[CH:6][C:5]([C:8]2[C:9]([CH2:21][O:22][C:23](=[O:31])[C:24]3[CH:29]=[CH:28][C:27]([CH3:30])=[CH:26][CH:25]=3)=[C:10]3[C:15](=[CH:16][CH:17]=2)[NH:14][C:13]([CH3:19])([CH3:18])[CH:12]=[C:11]3[CH3:20])=[C:4]([O:32][CH3:33])[CH:3]=1.C(N(CC)CC)C.[C:41]1([C:46](Cl)=[O:47])[S:45][CH:44]=[CH:43][CH:42]=1, predict the reaction product. The product is: [CH3:33][O:32][C:4]1[CH:3]=[C:2]([O:1][C:46]([C:41]2[S:45][CH:44]=[CH:43][CH:42]=2)=[O:47])[CH:7]=[CH:6][C:5]=1[C:8]1[C:9]([CH2:21][O:22][C:23](=[O:31])[C:24]2[CH:25]=[CH:26][C:27]([CH3:30])=[CH:28][CH:29]=2)=[C:10]2[C:15](=[CH:16][CH:17]=1)[NH:14][C:13]([CH3:19])([CH3:18])[CH:12]=[C:11]2[CH3:20]. (2) Given the reactants [Al].[Li].[H-].[CH2:4]([OH:8])[C:5]#[C:6][CH3:7].C(OCC)(=O)C.[CH2:15]([Sn:19](C[O-])([CH2:24][CH2:25][CH2:26][CH3:27])[CH2:20][CH2:21][CH2:22][CH3:23])[CH2:16][CH2:17][CH3:18], predict the reaction product. The product is: [CH2:24]([Sn:19]([CH2:15][CH2:16][CH2:17][CH3:18])([CH2:20][CH2:21][CH2:22][CH3:23])/[C:6](/[CH3:7])=[CH:5]\[CH2:4][OH:8])[CH2:25][CH2:26][CH3:27]. (3) Given the reactants [CH3:1][O:2][C:3](=[O:22])[C:4]1[CH:9]=[CH:8][C:7]([C:10]#[C:11][CH2:12][CH2:13][O:14][CH:15]2[CH2:20][CH2:19][CH2:18][CH2:17][O:16]2)=[C:6]([NH2:21])[CH:5]=1.[C:23](Cl)(=[O:25])[CH3:24], predict the reaction product. The product is: [CH3:1][O:2][C:3](=[O:22])[C:4]1[CH:9]=[CH:8][C:7]([C:10]#[C:11][CH2:12][CH2:13][O:14][CH:15]2[CH2:20][CH2:19][CH2:18][CH2:17][O:16]2)=[C:6]([NH:21][C:23](=[O:25])[CH3:24])[CH:5]=1. (4) Given the reactants [O:1]=[C:2]1[CH2:6][CH2:5][CH2:4][N:3]1[C:7]1[CH:15]=[C:14]([C:16]([O:18][CH3:19])=[O:17])[CH:13]=[C:12]2[C:8]=1[CH:9]=[CH:10][NH:11]2.[H-].[Na+].[CH2:22](I)[CH3:23], predict the reaction product. The product is: [CH2:22]([N:11]1[C:12]2[C:8](=[C:7]([N:3]3[CH2:4][CH2:5][CH2:6][C:2]3=[O:1])[CH:15]=[C:14]([C:16]([O:18][CH3:19])=[O:17])[CH:13]=2)[CH:9]=[CH:10]1)[CH3:23]. (5) Given the reactants [F:1][C:2]1[CH:3]=[C:4]([N+:9]([O-:11])=[O:10])[CH:5]=[CH:6][C:7]=1F.[NH:12]1[CH2:18][CH2:17][CH2:16][CH2:15][CH2:14][CH2:13]1.CCN(CC)CC, predict the reaction product. The product is: [F:1][C:2]1[CH:3]=[C:4]([N+:9]([O-:11])=[O:10])[CH:5]=[CH:6][C:7]=1[N:12]1[CH2:18][CH2:17][CH2:16][CH2:15][CH2:14][CH2:13]1. (6) Given the reactants [CH3:1][O:2][C:3]1[CH:4]=[C:5]([CH:26]=[C:27]([O:31][CH3:32])[C:28]=1[O:29][CH3:30])[C:6]([N:8]1[CH2:12][CH2:11][C:10]([C:20]2[CH:25]=[CH:24][CH:23]=[CH:22][CH:21]=2)([CH2:13][CH2:14]OS(C)(=O)=O)[CH2:9]1)=[O:7].[CH2:33]([O:35][CH2:36][CH2:37][N:38]1[C:42]2[CH:43]=[CH:44][CH:45]=[CH:46][C:41]=2[N:40]=[C:39]1[N:47]1[CH2:53][CH2:52][CH2:51][NH:50][CH2:49][CH2:48]1)[CH3:34].C(N(CC)C(C)C)(C)C.ClCCl, predict the reaction product. The product is: [CH3:32][O:31][C:27]1[CH:26]=[C:5]([CH:4]=[C:3]([O:2][CH3:1])[C:28]=1[O:29][CH3:30])[C:6]([N:8]1[CH2:12][CH2:11][C:10]([CH2:13][CH2:14][N:50]2[CH2:51][CH2:52][CH2:53][N:47]([C:39]3[N:38]([CH2:37][CH2:36][O:35][CH2:33][CH3:34])[C:42]4[CH:43]=[CH:44][CH:45]=[CH:46][C:41]=4[N:40]=3)[CH2:48][CH2:49]2)([C:20]2[CH:25]=[CH:24][CH:23]=[CH:22][CH:21]=2)[CH2:9]1)=[O:7].